This data is from Reaction yield outcomes from USPTO patents with 853,638 reactions. The task is: Predict the reaction yield, written as a fraction of the theoretical maximum amount of product (1.0 means a 100% yield; for example, 0.34 means a 34% yield). (1) The reactants are [F:1][C:2]([F:9])([F:8])[CH2:3][CH2:4][C:5](O)=[O:6].CN(C(ON1N=NC2C=CC=NC1=2)=[N+](C)C)C.F[P-](F)(F)(F)(F)F.C(N(C(C)C)CC)(C)C.[C:43]1([CH3:59])[CH:48]=[CH:47][C:46]([C:49]2[O:50][C:51]3[CH:57]=[CH:56][C:55]([NH2:58])=[CH:54][C:52]=3[N:53]=2)=[CH:45][CH:44]=1. The catalyst is CN(C)C=O.C(OCC)(=O)C. The product is [F:1][C:2]([F:9])([F:8])[CH2:3][CH2:4][C:5]([NH:58][C:55]1[CH:56]=[CH:57][C:51]2[O:50][C:49]([C:46]3[CH:47]=[CH:48][C:43]([CH3:59])=[CH:44][CH:45]=3)=[N:53][C:52]=2[CH:54]=1)=[O:6]. The yield is 0.0800. (2) The reactants are [CH2:1]([O:8][C:9]1[CH:14]=[CH:13][C:12]([C:15]2(O)[CH2:20][CH2:19][N:18](C(OC(C)(C)C)=O)[CH2:17][CH2:16]2)=[CH:11][CH:10]=1)[CH2:2][CH2:3][CH2:4][CH2:5][CH2:6][CH3:7].C([SiH](CC)CC)C.FC(F)(F)C(O)=O. The catalyst is C(Cl)Cl. The product is [CH2:1]([O:8][C:9]1[CH:14]=[CH:13][C:12]([CH:15]2[CH2:20][CH2:19][NH:18][CH2:17][CH2:16]2)=[CH:11][CH:10]=1)[CH2:2][CH2:3][CH2:4][CH2:5][CH2:6][CH3:7]. The yield is 0.580. (3) The reactants are CC[N+](S(N=C(OC)[O-])(=O)=O)(CC)CC.[C:16]([O:20][C:21]([NH:23][C@H:24]([CH3:38])[C@@H:25]([CH2:36][CH3:37])[C:26]([NH:28][C@@H:29]([CH2:34][OH:35])[C:30]([O:32][CH3:33])=[O:31])=O)=[O:22])([CH3:19])([CH3:18])[CH3:17]. The catalyst is C1COCC1. The product is [C:16]([O:20][C:21]([NH:23][C@@H:24]([C@H:25]([C:26]1[O:35][CH2:34][C@@H:29]([C:30]([O:32][CH3:33])=[O:31])[N:28]=1)[CH2:36][CH3:37])[CH3:38])=[O:22])([CH3:19])([CH3:18])[CH3:17]. The yield is 1.00. (4) The yield is 0.740. The product is [CH2:52]([NH:59][C:7]([C:5]1[S:6][C:2]([Br:1])=[C:3]([C:18]#[N:19])[C:4]=1[C:10]1[CH:15]=[CH:14][C:13]([Cl:16])=[CH:12][C:11]=1[Cl:17])=[O:9])[C:53]1[CH:58]=[CH:57][CH:56]=[CH:55][CH:54]=1. The catalyst is C(Cl)Cl. The reactants are [Br:1][C:2]1[S:6][C:5]([C:7]([OH:9])=O)=[C:4]([C:10]2[CH:15]=[CH:14][C:13]([Cl:16])=[CH:12][C:11]=2[Cl:17])[C:3]=1[C:18]#[N:19].O.ON1C2C=CC=CC=2N=N1.Cl.CN(C)CCCN=C=NCC.C(N(CC)C(C)C)(C)C.[CH2:52]([NH2:59])[C:53]1[CH:58]=[CH:57][CH:56]=[CH:55][CH:54]=1.